Dataset: Catalyst prediction with 721,799 reactions and 888 catalyst types from USPTO. Task: Predict which catalyst facilitates the given reaction. (1) Reactant: F[C:2]1[CH:7]=[C:6]([I:8])[CH:5]=[CH:4][N:3]=1.[C:9]1([C@@H:15]([NH2:17])[CH3:16])[CH:14]=[CH:13][CH:12]=[CH:11][CH:10]=1.CS(C)=O. Product: [I:8][C:6]1[CH:5]=[CH:4][N:3]=[C:2]([NH:17][C@H:15]([C:9]2[CH:14]=[CH:13][CH:12]=[CH:11][CH:10]=2)[CH3:16])[CH:7]=1. The catalyst class is: 13. (2) Reactant: [NH2:1][CH:2]([C:13]1[CH:14]=[N:15][N:16]2[CH2:21][CH2:20][CH2:19][N:18]([C:22]([O:24][C:25]([CH3:28])([CH3:27])[CH3:26])=[O:23])[C:17]=12)[CH2:3][CH2:4][NH:5][C:6]([O:8][CH2:9][CH2:10][CH2:11][CH3:12])=[O:7].C(N(CC)CC)C.[F:36][C:37]([F:44])([F:43])[C:38](OCC)=[O:39].FC(F)(F)C([O-])=O. Product: [CH2:9]([O:8][C:6]([NH:5][CH2:4][CH2:3][CH:2]([C:13]1[CH:14]=[N:15][N:16]2[CH2:21][CH2:20][CH2:19][N:18]([C:22]([O:24][C:25]([CH3:27])([CH3:26])[CH3:28])=[O:23])[C:17]=12)[NH:1][C:38](=[O:39])[C:37]([F:44])([F:43])[F:36])=[O:7])[CH2:10][CH2:11][CH3:12]. The catalyst class is: 2. (3) The catalyst class is: 13. Reactant: Cl[C:2]1[N:3]=[CH:4][C:5]2[C:10]([CH:11]=1)=[CH:9][N:8]=[C:7]([CH:12]1[CH2:17][CH2:16][CH2:15][CH2:14][CH2:13]1)[CH:6]=2.[CH:18]1([C:21]([NH2:23])=[O:22])[CH2:20][CH2:19]1.C(=O)([O-])[O-].[Cs+].[Cs+].O1CCOCC1. Product: [CH:12]1([C:7]2[CH:6]=[C:5]3[C:10]([CH:11]=[C:2]([NH:23][C:21]([CH:18]4[CH2:20][CH2:19]4)=[O:22])[N:3]=[CH:4]3)=[CH:9][N:8]=2)[CH2:17][CH2:16][CH2:15][CH2:14][CH2:13]1. (4) Reactant: C1C(=O)N([I:8])C(=O)C1.[CH3:9][O:10][C:11]1[CH:24]=[CH:23][C:14]([CH2:15][C@H:16]2[NH:21][C:20](=[O:22])[CH2:19][O:18][CH2:17]2)=[CH:13][CH:12]=1.FC(F)(F)S(O)(=O)=O. Product: [I:8][C:24]1[CH:23]=[C:14]([CH:13]=[CH:12][C:11]=1[O:10][CH3:9])[CH2:15][C@H:16]1[NH:21][C:20](=[O:22])[CH2:19][O:18][CH2:17]1. The catalyst class is: 2.